This data is from Forward reaction prediction with 1.9M reactions from USPTO patents (1976-2016). The task is: Predict the product of the given reaction. Given the reactants [C:1]([C:3]1[CH:8]=[CH:7][C:6]([CH2:9][CH2:10][CH:11](/[CH:23]=[CH:24]/[C:25]2[CH:30]=[CH:29][CH:28]=[CH:27][C:26]=2[OH:31])[CH2:12][C:13]2[CH:22]=[CH:21][C:16]([C:17]([O:19][CH3:20])=[O:18])=[CH:15][CH:14]=2)=[CH:5][CH:4]=1)#[N:2].Br[CH2:33][CH2:34][CH2:35][C:36]1[CH:41]=[CH:40][CH:39]=[CH:38][CH:37]=1.C(=O)([O-])[O-].[K+].[K+], predict the reaction product. The product is: [C:1]([C:3]1[CH:8]=[CH:7][C:6]([CH2:9][CH2:10][CH:11](/[CH:23]=[CH:24]/[C:25]2[CH:30]=[CH:29][CH:28]=[CH:27][C:26]=2[O:31][CH2:33][CH2:34][CH2:35][C:36]2[CH:41]=[CH:40][CH:39]=[CH:38][CH:37]=2)[CH2:12][C:13]2[CH:14]=[CH:15][C:16]([C:17]([O:19][CH3:20])=[O:18])=[CH:21][CH:22]=2)=[CH:5][CH:4]=1)#[N:2].